This data is from NCI-60 drug combinations with 297,098 pairs across 59 cell lines. The task is: Regression. Given two drug SMILES strings and cell line genomic features, predict the synergy score measuring deviation from expected non-interaction effect. (1) Drug 1: CC1=C2C(C(=O)C3(C(CC4C(C3C(C(C2(C)C)(CC1OC(=O)C(C(C5=CC=CC=C5)NC(=O)OC(C)(C)C)O)O)OC(=O)C6=CC=CC=C6)(CO4)OC(=O)C)OC)C)OC. Drug 2: CC(C1=C(C=CC(=C1Cl)F)Cl)OC2=C(N=CC(=C2)C3=CN(N=C3)C4CCNCC4)N. Cell line: SNB-19. Synergy scores: CSS=39.5, Synergy_ZIP=-0.337, Synergy_Bliss=-1.53, Synergy_Loewe=-14.8, Synergy_HSA=-0.194. (2) Drug 1: C1CC(=O)NC(=O)C1N2CC3=C(C2=O)C=CC=C3N. Drug 2: CCC1(CC2CC(C3=C(CCN(C2)C1)C4=CC=CC=C4N3)(C5=C(C=C6C(=C5)C78CCN9C7C(C=CC9)(C(C(C8N6C=O)(C(=O)OC)O)OC(=O)C)CC)OC)C(=O)OC)O.OS(=O)(=O)O. Cell line: MALME-3M. Synergy scores: CSS=2.60, Synergy_ZIP=-2.20, Synergy_Bliss=-0.753, Synergy_Loewe=-15.6, Synergy_HSA=-4.44. (3) Drug 1: C1=CC(=C2C(=C1NCCNCCO)C(=O)C3=C(C=CC(=C3C2=O)O)O)NCCNCCO. Drug 2: C1CNP(=O)(OC1)N(CCCl)CCCl. Cell line: HCT116. Synergy scores: CSS=48.7, Synergy_ZIP=1.85, Synergy_Bliss=2.40, Synergy_Loewe=-39.5, Synergy_HSA=3.55. (4) Drug 1: CC1=C(N=C(N=C1N)C(CC(=O)N)NCC(C(=O)N)N)C(=O)NC(C(C2=CN=CN2)OC3C(C(C(C(O3)CO)O)O)OC4C(C(C(C(O4)CO)O)OC(=O)N)O)C(=O)NC(C)C(C(C)C(=O)NC(C(C)O)C(=O)NCCC5=NC(=CS5)C6=NC(=CS6)C(=O)NCCC[S+](C)C)O. Drug 2: CS(=O)(=O)OCCCCOS(=O)(=O)C. Cell line: M14. Synergy scores: CSS=17.0, Synergy_ZIP=-4.56, Synergy_Bliss=-3.03, Synergy_Loewe=-19.6, Synergy_HSA=-3.62.